From a dataset of Forward reaction prediction with 1.9M reactions from USPTO patents (1976-2016). Predict the product of the given reaction. (1) Given the reactants [CH2:1]([CH2:13][NH2:14])[CH2:2][C:3]([P:9]([OH:12])([OH:11])=[O:10])([P:5]([OH:8])([OH:7])=[O:6])[OH:4].O.[Na].[OH-].[Na+:18].C(CN)CC(P(O)(O)=O)(P(O)(O)=O)O, predict the reaction product. The product is: [CH2:1]([CH2:13][NH2:14])[CH2:2][C:3]([P:5]([O-:7])([OH:8])=[O:6])([P:9]([OH:12])([OH:11])=[O:10])[OH:4].[Na+:18]. (2) Given the reactants [CH3:1][C:2]1([CH3:9])[CH2:7][NH:6][C:5](=[S:8])[NH:4][CH2:3]1.[I:10][CH3:11], predict the reaction product. The product is: [IH:10].[CH3:1][C:2]1([CH3:9])[CH2:7][NH+:6]=[C:5]([S:8][CH3:11])[NH:4][CH2:3]1.